From a dataset of Full USPTO retrosynthesis dataset with 1.9M reactions from patents (1976-2016). Predict the reactants needed to synthesize the given product. (1) Given the product [Br:1][C:2]1[S:6][C:5]([C:7]([O:9][CH3:10])=[O:8])=[C:4]([NH:11][CH2:12][C:13]2[CH:24]=[N:23][CH:22]=[CH:21][CH:20]=2)[CH:3]=1, predict the reactants needed to synthesize it. The reactants are: [Br:1][C:2]1[S:6][C:5]([C:7]([O:9][CH3:10])=[O:8])=[C:4]([NH:11][C:12](=O)[C:13](F)(F)F)[CH:3]=1.Br.Br[CH2:20][C:21]1[CH:22]=[N:23][CH:24]=CC=1.C(=O)([O-])[O-].[Cs+].[Cs+].CC(N(C)C)=O. (2) Given the product [F:29][C:30]1[CH:35]=[C:34]([C:2]2[CH:28]=[CH:27][C:5]([C:6]([NH:8][C:9]3[CH:14]=[CH:13][C:12]([O:15][CH3:16])=[C:11]([NH:17][C:18](=[O:26])[CH2:19][N:20]4[CH2:25][CH2:24][O:23][CH2:22][CH2:21]4)[CH:10]=3)=[O:7])=[CH:4][CH:3]=2)[CH:33]=[CH:32][CH:31]=1, predict the reactants needed to synthesize it. The reactants are: Br[C:2]1[CH:28]=[CH:27][C:5]([C:6]([NH:8][C:9]2[CH:14]=[CH:13][C:12]([O:15][CH3:16])=[C:11]([NH:17][C:18](=[O:26])[CH2:19][N:20]3[CH2:25][CH2:24][O:23][CH2:22][CH2:21]3)[CH:10]=2)=[O:7])=[CH:4][CH:3]=1.[F:29][C:30]1[CH:31]=[C:32](B(O)O)[CH:33]=[CH:34][CH:35]=1.C(=O)([O-])[O-].[Na+].[Na+].